Dataset: NCI-60 drug combinations with 297,098 pairs across 59 cell lines. Task: Regression. Given two drug SMILES strings and cell line genomic features, predict the synergy score measuring deviation from expected non-interaction effect. (1) Drug 1: CC12CCC3C(C1CCC2=O)CC(=C)C4=CC(=O)C=CC34C. Drug 2: C1=NC2=C(N=C(N=C2N1C3C(C(C(O3)CO)O)O)F)N. Cell line: DU-145. Synergy scores: CSS=47.5, Synergy_ZIP=-0.746, Synergy_Bliss=0.0539, Synergy_Loewe=-2.13, Synergy_HSA=-0.105. (2) Drug 1: C1C(C(OC1N2C=C(C(=O)NC2=O)F)CO)O. Drug 2: CC1C(C(CC(O1)OC2CC(CC3=C2C(=C4C(=C3O)C(=O)C5=CC=CC=C5C4=O)O)(C(=O)C)O)N)O. Cell line: HCC-2998. Synergy scores: CSS=63.4, Synergy_ZIP=-2.40, Synergy_Bliss=-1.72, Synergy_Loewe=-14.7, Synergy_HSA=3.84. (3) Synergy scores: CSS=16.9, Synergy_ZIP=-10.4, Synergy_Bliss=-8.09, Synergy_Loewe=-6.10, Synergy_HSA=-5.67. Drug 1: CC1C(C(CC(O1)OC2CC(CC3=C2C(=C4C(=C3O)C(=O)C5=C(C4=O)C(=CC=C5)OC)O)(C(=O)C)O)N)O.Cl. Cell line: SN12C. Drug 2: C1=CN(C(=O)N=C1N)C2C(C(C(O2)CO)O)O.Cl. (4) Cell line: U251. Synergy scores: CSS=8.90, Synergy_ZIP=9.26, Synergy_Bliss=9.79, Synergy_Loewe=2.99, Synergy_HSA=3.13. Drug 2: CC1CCC2CC(C(=CC=CC=CC(CC(C(=O)C(C(C(=CC(C(=O)CC(OC(=O)C3CCCCN3C(=O)C(=O)C1(O2)O)C(C)CC4CCC(C(C4)OC)OCCO)C)C)O)OC)C)C)C)OC. Drug 1: CC1=C2C(C(=O)C3(C(CC4C(C3C(C(C2(C)C)(CC1OC(=O)C(C(C5=CC=CC=C5)NC(=O)C6=CC=CC=C6)O)O)OC(=O)C7=CC=CC=C7)(CO4)OC(=O)C)O)C)OC(=O)C. (5) Drug 1: CC1=C(C=C(C=C1)C(=O)NC2=CC(=CC(=C2)C(F)(F)F)N3C=C(N=C3)C)NC4=NC=CC(=N4)C5=CN=CC=C5. Synergy scores: CSS=0.106, Synergy_ZIP=1.59, Synergy_Bliss=1.12, Synergy_Loewe=-1.09, Synergy_HSA=-0.691. Cell line: UACC62. Drug 2: C1C(C(OC1N2C=NC3=C2NC=NCC3O)CO)O.